From a dataset of Forward reaction prediction with 1.9M reactions from USPTO patents (1976-2016). Predict the product of the given reaction. (1) Given the reactants C1(C(C2C=CC=CC=2)[N:8]2[C:16]3[C:11](=[CH:12][CH:13]=[CH:14][CH:15]=3)[C:10]3([C:20]4[CH:21]=[C:22]([F:27])[C:23]([O:25][CH3:26])=[CH:24][C:19]=4[O:18][CH2:17]3)[C:9]2=[O:28])C=CC=CC=1.C1(C(C2C=CC=CC=2)N2C3C(=CC=CC=3)C3(C4C=C(C)C(OC)=CC=4OC3)C2=O)C=CC=CC=1, predict the reaction product. The product is: [F:27][C:22]1[C:23]([O:25][CH3:26])=[CH:24][C:19]2[O:18][CH2:17][C:10]3([C:11]4[C:16](=[CH:15][CH:14]=[CH:13][CH:12]=4)[NH:8][C:9]3=[O:28])[C:20]=2[CH:21]=1. (2) Given the reactants [NH2:1][C:2]1[CH:3]=[C:4]([C:8]2[C:16]3[C:11](=[N:12][CH:13]=[N:14][C:15]=3[NH2:17])[N:10]([CH:18]([CH3:20])[CH3:19])[N:9]=2)[CH:5]=[CH:6][CH:7]=1.CCN(C(C)C)C(C)C.[Cl:30][CH2:31][C:32](Cl)=[O:33], predict the reaction product. The product is: [NH2:17][C:15]1[N:14]=[CH:13][N:12]=[C:11]2[N:10]([CH:18]([CH3:20])[CH3:19])[N:9]=[C:8]([C:4]3[CH:3]=[C:2]([NH:1][C:32](=[O:33])[CH2:31][Cl:30])[CH:7]=[CH:6][CH:5]=3)[C:16]=12. (3) Given the reactants [F:1][C:2]1[CH:3]=[C:4]([CH2:9][C@@H:10]([C:25]2[C:30]([C:31]3[CH:32]=[C:33]([CH:37]=[CH:38][CH:39]=3)[C:34]([NH2:36])=[O:35])=[CH:29][CH:28]=[CH:27][N:26]=2)[NH:11][C:12](=[O:24])[CH2:13][C:14]2[C:22]3[C:17](=[CH:18][CH:19]=C(F)[CH:21]=3)[NH:16][CH:15]=2)[CH:5]=[C:6]([F:8])[CH:7]=1.[F:40][C:41]([F:46])([F:45])[C:42](O)=O.N[C@H](C1C(C2C=C(C=CC=2)C(N)=O)=CC=CN=1)CC1C=C(F)C=C(F)C=1.FC(F)(F)C1C=C2C(=CC=1)NC=C2CC(O)=O, predict the reaction product. The product is: [F:1][C:2]1[CH:3]=[C:4]([CH2:9][C@@H:10]([C:25]2[C:30]([C:31]3[CH:32]=[C:33]([CH:37]=[CH:38][CH:39]=3)[C:34]([NH2:36])=[O:35])=[CH:29][CH:28]=[CH:27][N:26]=2)[NH:11][C:12](=[O:24])[CH2:13][C:14]2[C:22]3[C:17](=[CH:18][CH:19]=[C:42]([C:41]([F:46])([F:45])[F:40])[CH:21]=3)[NH:16][CH:15]=2)[CH:5]=[C:6]([F:8])[CH:7]=1. (4) Given the reactants [NH2:1][C:2]1[C:3]([C:13]([NH:15][NH:16][C:17](=O)[C:18]([CH3:34])([O:23][Si:24]([CH:31]([CH3:33])[CH3:32])([CH:28]([CH3:30])[CH3:29])[CH:25]([CH3:27])[CH3:26])[C:19]([F:22])([F:21])[F:20])=[O:14])=[N:4][C:5]([Br:12])=[C:6]([C:8]([F:11])([F:10])[F:9])[CH:7]=1.S(Cl)(C1C=CC(C)=CC=1)(=O)=O, predict the reaction product. The product is: [Br:12][C:5]1[N:4]=[C:3]([C:13]2[O:14][C:17]([C:18]([O:23][Si:24]([CH:25]([CH3:26])[CH3:27])([CH:28]([CH3:29])[CH3:30])[CH:31]([CH3:33])[CH3:32])([CH3:34])[C:19]([F:21])([F:22])[F:20])=[N:16][N:15]=2)[C:2]([NH2:1])=[CH:7][C:6]=1[C:8]([F:9])([F:10])[F:11]. (5) Given the reactants [CH3:1][P:2](=[O:7])([O:5]C)[O:3][CH3:4].C([Li])C[CH2:10][CH3:11].[CH3:13]CCCCC.[CH2:19]([O:26][C:27]1[CH:34]=[CH:33][C:32]([CH2:35][C:36]2[CH:41]=[CH:40][C:39]([CH2:42][CH3:43])=[CH:38][CH:37]=2)=[CH:31][C:28]=1[CH2:29]Cl)[C:20]1[CH:25]=[CH:24][CH:23]=[CH:22][CH:21]=1, predict the reaction product. The product is: [CH2:4]([O:3][P:2]([CH2:1][CH2:29][C:28]1[CH:31]=[C:32]([CH2:35][C:36]2[CH:41]=[CH:40][C:39]([CH2:42][CH3:43])=[CH:38][CH:37]=2)[CH:33]=[CH:34][C:27]=1[O:26][CH2:19][C:20]1[CH:25]=[CH:24][CH:23]=[CH:22][CH:21]=1)(=[O:7])[O:5][CH2:10][CH3:11])[CH3:13].